Dataset: Forward reaction prediction with 1.9M reactions from USPTO patents (1976-2016). Task: Predict the product of the given reaction. (1) Given the reactants C1C=CC2N(O)N=NC=2C=1.CCN(C(C)C)C(C)C.[Cl:20][C:21]1[CH:29]=[C:28]([Cl:30])[C:27]([F:31])=[CH:26][C:22]=1[C:23]([OH:25])=O.CCN=C=NCCCN(C)C.Cl.Cl.[C:45]1([C:63]2[CH:68]=[CH:67][CH:66]=[CH:65][CH:64]=2)[CH:50]=[CH:49][C:48]([NH:51][C:52](=[O:62])[CH2:53][C:54](=[O:61])[N:55]2[CH2:60][CH2:59][NH:58][CH2:57][CH2:56]2)=[CH:47][CH:46]=1, predict the reaction product. The product is: [C:45]1([C:63]2[CH:68]=[CH:67][CH:66]=[CH:65][CH:64]=2)[CH:46]=[CH:47][C:48]([NH:51][C:52](=[O:62])[CH2:53][C:54]([N:55]2[CH2:56][CH2:57][N:58]([C:23](=[O:25])[C:22]3[CH:26]=[C:27]([F:31])[C:28]([Cl:30])=[CH:29][C:21]=3[Cl:20])[CH2:59][CH2:60]2)=[O:61])=[CH:49][CH:50]=1. (2) Given the reactants [C:1]([O:4][C:5](=O)[CH3:6])(=[O:3])[CH3:2].OCC[N:11]([CH2:15][CH2:16][C:17]([O:19][CH3:20])=[O:18])[CH2:12][CH2:13][OH:14].C(N(CC)CC)C.C1C[O:31][CH2:30][CH2:29]1, predict the reaction product. The product is: [C:30]([O:14][CH2:13][CH2:12][N:11]([CH2:15][CH2:16][C:17]([O:19][CH3:20])=[O:18])[CH2:6][CH2:5][O:4][C:1](=[O:3])[CH3:2])(=[O:31])[CH3:29].